Dataset: Catalyst prediction with 721,799 reactions and 888 catalyst types from USPTO. Task: Predict which catalyst facilitates the given reaction. (1) Reactant: Cl.Cl.[NH:3]1[C:11]2[C:6](=[C:7]([CH2:12][CH2:13][CH2:14][NH2:15])[CH:8]=[CH:9][CH:10]=2)[CH:5]=[N:4]1.[CH2:16]([O:18][C:19]([C:21]1[C:22]([CH3:29])=[N:23][C:24](Cl)=[N:25][C:26]=1[CH3:27])=[O:20])[CH3:17].CCO. Product: [CH2:16]([O:18][C:19]([C:21]1[C:22]([CH3:29])=[N:23][C:24]([NH:15][CH2:14][CH2:13][CH2:12][C:7]2[CH:8]=[CH:9][CH:10]=[C:11]3[C:6]=2[CH:5]=[N:4][NH:3]3)=[N:25][C:26]=1[CH3:27])=[O:20])[CH3:17]. The catalyst class is: 25. (2) Reactant: C1(P(C2C=CC=CC=2)C2C=CC=CC=2)C=CC=CC=1.[CH2:20]([O:27][C:28]1[CH:29]=[C:30]([OH:34])[CH:31]=[CH:32][CH:33]=1)[C:21]1[CH:26]=[CH:25][CH:24]=[CH:23][CH:22]=1.N(C(OC(C)C)=O)=NC(OC(C)C)=O.O[CH2:50][C@@H:51]1[CH2:55][CH2:54][CH2:53][N:52]1[C:56]([O:58][CH2:59][C:60]1[CH:65]=[CH:64][CH:63]=[CH:62][CH:61]=1)=[O:57]. Product: [CH2:20]([O:27][C:28]1[CH:29]=[C:30]([CH:31]=[CH:32][CH:33]=1)[O:34][CH2:50][C@@H:51]1[CH2:55][CH2:54][CH2:53][N:52]1[C:56]([O:58][CH2:59][C:60]1[CH:65]=[CH:64][CH:63]=[CH:62][CH:61]=1)=[O:57])[C:21]1[CH:22]=[CH:23][CH:24]=[CH:25][CH:26]=1. The catalyst class is: 11. (3) Product: [CH:1]1([CH2:4][CH2:5][NH:6][C:7]([C:8]2[CH:13]=[CH:12][C:11]([C:26]3[CH2:27][CH2:28][NH:23][CH2:24][CH:25]=3)=[N:10][CH:9]=2)=[O:15])[CH2:3][CH2:2]1.[C:16]([O:20][C:21]([N:23]1[CH2:24][CH:25]=[C:26]([C:11]2[CH:12]=[CH:13][C:8]([C:7](=[O:15])[NH:6][CH2:5][CH2:4][CH:1]3[CH2:3][CH2:2]3)=[CH:9][N:10]=2)[CH2:27][CH2:28]1)=[O:22])([CH3:19])([CH3:17])[CH3:18]. Reactant: [CH:1]1([CH2:4][CH2:5][NH:6][C:7](=[O:15])[C:8]2[CH:13]=[CH:12][C:11](Cl)=[N:10][CH:9]=2)[CH2:3][CH2:2]1.[C:16]([O:20][C:21]([N:23]1[CH2:28][CH:27]=[C:26](B2OC(C)(C)C(C)(C)O2)[CH2:25][CH2:24]1)=[O:22])([CH3:19])([CH3:18])[CH3:17].C(=O)([O-])[O-].[K+].[K+]. The catalyst class is: 128. (4) Reactant: [CH3:1][C:2]([CH3:9])=[CH:3][CH2:4][CH2:5][C:6](=[O:8])[CH3:7].[C:10]([Mg]Br)([CH3:12])=[CH2:11].[Cl-].[NH4+]. Product: [CH3:7][C:6]([OH:8])([CH2:5][CH2:4][CH:3]=[C:2]([CH3:9])[CH3:1])[C:11]#[C:10][CH3:12]. The catalyst class is: 1.